Dataset: Forward reaction prediction with 1.9M reactions from USPTO patents (1976-2016). Task: Predict the product of the given reaction. Given the reactants [CH:1]1([CH2:7][N:8]([CH2:17][CH:18]=[O:19])[C:9](=[O:16])[CH2:10][CH2:11][CH2:12][N+:13]([O-:15])=[O:14])[CH2:6][CH2:5][CH2:4][CH2:3][CH2:2]1.C(N(CC)CC)C, predict the reaction product. The product is: [CH:1]1([CH2:7][N:8]2[CH2:17][CH:18]([OH:19])[CH:12]([N+:13]([O-:15])=[O:14])[CH2:11][CH2:10][C:9]2=[O:16])[CH2:2][CH2:3][CH2:4][CH2:5][CH2:6]1.